Predict the product of the given reaction. From a dataset of Forward reaction prediction with 1.9M reactions from USPTO patents (1976-2016). (1) Given the reactants [Br:1][C:2]1[C:3]([N:12]2[CH2:17][CH2:16][N:15]([CH2:18][C:19]3[N:20]=[C:21]([CH3:24])[S:22][CH:23]=3)[CH2:14][CH2:13]2)=[C:4]([N+:9]([O-])=O)[C:5]([NH2:8])=[N:6][CH:7]=1.[CH:25]([C:27]1[CH:32]=[CH:31][C:30]([N:33]2[CH2:38][CH2:37][N:36]([C:39]([O:41][C:42]([CH3:45])([CH3:44])[CH3:43])=[O:40])[CH2:35][CH2:34]2)=[CH:29][CH:28]=1)=O.[O-]S(S([O-])=O)=O.[Na+].[Na+], predict the reaction product. The product is: [Br:1][C:2]1[C:3]([N:12]2[CH2:17][CH2:16][N:15]([CH2:18][C:19]3[N:20]=[C:21]([CH3:24])[S:22][CH:23]=3)[CH2:14][CH2:13]2)=[C:4]2[N:9]=[C:25]([C:27]3[CH:28]=[CH:29][C:30]([N:33]4[CH2:34][CH2:35][N:36]([C:39]([O:41][C:42]([CH3:45])([CH3:44])[CH3:43])=[O:40])[CH2:37][CH2:38]4)=[CH:31][CH:32]=3)[NH:8][C:5]2=[N:6][CH:7]=1. (2) Given the reactants Cl.[F:2][C:3]1[CH:4]=[CH:5][C:6]([CH3:11])=[C:7]([NH:9][NH2:10])[CH:8]=1.C(=O)([O-])[O-].[K+].[K+].[C:18](OCC)(=[O:26])[C:19]#[C:20][C:21]([O:23][CH2:24][CH3:25])=[O:22].Cl, predict the reaction product. The product is: [F:2][C:3]1[CH:4]=[CH:5][C:6]([CH3:11])=[C:7]([N:9]2[C:18]([OH:26])=[CH:19][C:20]([C:21]([O:23][CH2:24][CH3:25])=[O:22])=[N:10]2)[CH:8]=1. (3) Given the reactants [O:1]1[C:10]2[C:5](=[CH:6][CH:7]=[CH:8][CH:9]=2)[C:4](=O)[CH2:3][CH2:2]1.C([O-])(=O)C.[Na+].Cl.[NH2:18][OH:19].C(=O)(O)[O-].[Na+], predict the reaction product. The product is: [O:1]1[C:10]2[C:5](=[CH:6][CH:7]=[CH:8][CH:9]=2)/[C:4](=[N:18]/[OH:19])/[CH2:3][CH2:2]1. (4) The product is: [NH2:17][C:9]1[C:10]([N+:11]([O-:13])=[O:12])=[C:2]([CH3:1])[C:3]([N+:14]([O-:16])=[O:15])=[CH:4][C:5]=1[C:6]([NH2:8])=[O:7]. Given the reactants [CH3:1][C:2]1[C:10]([N+:11]([O-:13])=[O:12])=[CH:9][C:5]([C:6]([NH2:8])=[O:7])=[CH:4][C:3]=1[N+:14]([O-:16])=[O:15].[NH2:17]N1C=NN=C1.CC(C)([O-])C.[K+].O, predict the reaction product.